This data is from NCI-60 drug combinations with 297,098 pairs across 59 cell lines. The task is: Regression. Given two drug SMILES strings and cell line genomic features, predict the synergy score measuring deviation from expected non-interaction effect. (1) Drug 1: CC1C(C(CC(O1)OC2CC(OC(C2O)C)OC3=CC4=CC5=C(C(=O)C(C(C5)C(C(=O)C(C(C)O)O)OC)OC6CC(C(C(O6)C)O)OC7CC(C(C(O7)C)O)OC8CC(C(C(O8)C)O)(C)O)C(=C4C(=C3C)O)O)O)O. Drug 2: C1=NC2=C(N=C(N=C2N1C3C(C(C(O3)CO)O)F)Cl)N. Cell line: OVCAR-5. Synergy scores: CSS=13.6, Synergy_ZIP=1.76, Synergy_Bliss=2.24, Synergy_Loewe=-6.21, Synergy_HSA=1.42. (2) Drug 1: CC1=C(C(CCC1)(C)C)C=CC(=CC=CC(=CC(=O)O)C)C. Drug 2: COCCOC1=C(C=C2C(=C1)C(=NC=N2)NC3=CC=CC(=C3)C#C)OCCOC.Cl. Cell line: HOP-62. Synergy scores: CSS=8.43, Synergy_ZIP=2.31, Synergy_Bliss=-0.121, Synergy_Loewe=-3.74, Synergy_HSA=-1.54. (3) Drug 1: CC1=C2C(C(=O)C3(C(CC4C(C3C(C(C2(C)C)(CC1OC(=O)C(C(C5=CC=CC=C5)NC(=O)OC(C)(C)C)O)O)OC(=O)C6=CC=CC=C6)(CO4)OC(=O)C)OC)C)OC. Drug 2: CC1=CC2C(CCC3(C2CCC3(C(=O)C)OC(=O)C)C)C4(C1=CC(=O)CC4)C. Cell line: SK-MEL-2. Synergy scores: CSS=55.9, Synergy_ZIP=5.29, Synergy_Bliss=8.94, Synergy_Loewe=-27.0, Synergy_HSA=7.62. (4) Drug 1: CNC(=O)C1=NC=CC(=C1)OC2=CC=C(C=C2)NC(=O)NC3=CC(=C(C=C3)Cl)C(F)(F)F. Drug 2: CC12CCC3C(C1CCC2OP(=O)(O)O)CCC4=C3C=CC(=C4)OC(=O)N(CCCl)CCCl.[Na+]. Cell line: A498. Synergy scores: CSS=2.63, Synergy_ZIP=1.01, Synergy_Bliss=2.78, Synergy_Loewe=-2.12, Synergy_HSA=-2.03. (5) Drug 1: CC(C)NC(=O)C1=CC=C(C=C1)CNNC.Cl. Drug 2: CCC1(C2=C(COC1=O)C(=O)N3CC4=CC5=C(C=CC(=C5CN(C)C)O)N=C4C3=C2)O.Cl. Cell line: SW-620. Synergy scores: CSS=-5.23, Synergy_ZIP=-9.98, Synergy_Bliss=-24.7, Synergy_Loewe=-53.6, Synergy_HSA=-27.4. (6) Drug 1: C1=CC(=CC=C1CCC2=CNC3=C2C(=O)NC(=N3)N)C(=O)NC(CCC(=O)O)C(=O)O. Drug 2: C1CN(P(=O)(OC1)NCCCl)CCCl. Cell line: HL-60(TB). Synergy scores: CSS=30.4, Synergy_ZIP=-0.742, Synergy_Bliss=-7.35, Synergy_Loewe=-41.0, Synergy_HSA=-8.41. (7) Drug 1: CS(=O)(=O)C1=CC(=C(C=C1)C(=O)NC2=CC(=C(C=C2)Cl)C3=CC=CC=N3)Cl. Drug 2: CC1CCC2CC(C(=CC=CC=CC(CC(C(=O)C(C(C(=CC(C(=O)CC(OC(=O)C3CCCCN3C(=O)C(=O)C1(O2)O)C(C)CC4CCC(C(C4)OC)O)C)C)O)OC)C)C)C)OC. Cell line: IGROV1. Synergy scores: CSS=56.2, Synergy_ZIP=18.8, Synergy_Bliss=19.7, Synergy_Loewe=-29.3, Synergy_HSA=20.2. (8) Drug 1: CC(C1=C(C=CC(=C1Cl)F)Cl)OC2=C(N=CC(=C2)C3=CN(N=C3)C4CCNCC4)N. Drug 2: CN(CCCl)CCCl.Cl. Cell line: SF-539. Synergy scores: CSS=4.84, Synergy_ZIP=-2.76, Synergy_Bliss=-1.03, Synergy_Loewe=-3.88, Synergy_HSA=-1.68. (9) Drug 1: CC1=C2C(C(=O)C3(C(CC4C(C3C(C(C2(C)C)(CC1OC(=O)C(C(C5=CC=CC=C5)NC(=O)C6=CC=CC=C6)O)O)OC(=O)C7=CC=CC=C7)(CO4)OC(=O)C)O)C)OC(=O)C. Drug 2: C1=CC=C(C=C1)NC(=O)CCCCCCC(=O)NO. Cell line: SNB-75. Synergy scores: CSS=12.7, Synergy_ZIP=-6.83, Synergy_Bliss=-7.36, Synergy_Loewe=-15.5, Synergy_HSA=-3.80.